This data is from Catalyst prediction with 721,799 reactions and 888 catalyst types from USPTO. The task is: Predict which catalyst facilitates the given reaction. (1) Reactant: C([NH:8][C:9]1[CH:17]=[CH:16][CH:15]=[C:14]2[C:10]=1[CH2:11][C:12]([CH3:22])([C:18]([O:20][CH3:21])=[O:19])[CH2:13]2)C1C=CC=CC=1. Product: [NH2:8][C:9]1[CH:17]=[CH:16][CH:15]=[C:14]2[C:10]=1[CH2:11][C:12]([CH3:22])([C:18]([O:20][CH3:21])=[O:19])[CH2:13]2. The catalyst class is: 43. (2) Product: [NH2:4][C:3]1[CH:5]=[CH:6][CH:7]=[CH:8][C:2]=1[C:1]1[O:9][C:1](=[O:10])[C:2]2[CH:8]=[CH:7][CH:6]=[CH:5][C:3]=2[N:4]=1. The catalyst class is: 17. Reactant: [C:1]([OH:10])(=[O:9])[C:2]1[C:3](=[CH:5][CH:6]=[CH:7][CH:8]=1)[NH2:4].S(Cl)(Cl)=O.O. (3) Reactant: [Cl:1][C:2]1[CH:3]=[C:4]2[C:8](=[CH:9][CH:10]=1)[NH:7][CH:6]=[C:5]2[CH2:11][CH2:12][NH:13][C:14](=[O:22])[C:15]1[CH:20]=[CH:19][C:18](I)=[CH:17][CH:16]=1.[CH3:23][O:24][C:25]1[CH:30]=[CH:29][C:28](B(O)O)=[CH:27][CH:26]=1.C(=O)([O-])[O-].[Na+].[Na+]. Product: [Cl:1][C:2]1[CH:3]=[C:4]2[C:8](=[CH:9][CH:10]=1)[NH:7][CH:6]=[C:5]2[CH2:11][CH2:12][NH:13][C:14]([C:15]1[CH:20]=[CH:19][C:18]([C:28]2[CH:29]=[CH:30][C:25]([O:24][CH3:23])=[CH:26][CH:27]=2)=[CH:17][CH:16]=1)=[O:22]. The catalyst class is: 437. (4) Reactant: [CH2:1]([NH2:4])[CH:2]=[CH2:3].[C:5]([O:9][C:10](=[O:13])[CH2:11]Br)([CH3:8])([CH3:7])[CH3:6]. Product: [C:5]([O:9][C:10](=[O:13])[CH2:11][NH:4][CH2:1][CH:2]=[CH2:3])([CH3:8])([CH3:7])[CH3:6]. The catalyst class is: 4. (5) Reactant: [H-].[Na+].[Cl:3][C:4]1[CH:9]=[C:8]([N:10]2[CH2:15][CH2:14][N:13]([C:16]([C:18]3[CH:23]=[C:22]([S:24]([CH3:27])(=[O:26])=[O:25])[CH:21]=[CH:20][C:19]=3[C:28]3[CH:33]=[CH:32][CH:31]=[CH:30][CH:29]=3)=[O:17])[CH2:12][CH2:11]2)[CH:7]=[C:6]([Cl:34])[C:5]=1[OH:35].[Br:36][CH2:37][CH2:38][CH2:39][CH2:40]Br. Product: [Br:36][CH2:37][CH2:38][CH2:39][CH2:40][O:35][C:5]1[C:4]([Cl:3])=[CH:9][C:8]([N:10]2[CH2:11][CH2:12][N:13]([C:16]([C:18]3[CH:23]=[C:22]([S:24]([CH3:27])(=[O:26])=[O:25])[CH:21]=[CH:20][C:19]=3[C:28]3[CH:33]=[CH:32][CH:31]=[CH:30][CH:29]=3)=[O:17])[CH2:14][CH2:15]2)=[CH:7][C:6]=1[Cl:34]. The catalyst class is: 483. (6) Reactant: [CH3:1][N:2]1[CH:6]=[C:5]([NH:7][C:8](=[O:31])[CH2:9][C:10]2[CH:15]=[CH:14][C:13]([O:16][C:17]3[C:26]4[C:21](=[CH:22][C:23]([O:27][CH3:28])=[CH:24][CH:25]=4)[N:20]=[CH:19][CH:18]=3)=[CH:12][C:11]=2[O:29][CH3:30])[C:4]([CH3:32])=[N:3]1.O.[C:34]([OH:46])(=[O:45])[CH2:35][C:36]([CH2:41][C:42]([OH:44])=[O:43])([C:38]([OH:40])=[O:39])[OH:37].COC(C)(C)C. Product: [C:34]([OH:46])(=[O:45])[CH2:35][C:36]([CH2:41][C:42]([OH:44])=[O:43])([C:38]([OH:40])=[O:39])[OH:37].[CH3:1][N:2]1[CH:6]=[C:5]([NH:7][C:8](=[O:31])[CH2:9][C:10]2[CH:15]=[CH:14][C:13]([O:16][C:17]3[C:26]4[C:21](=[CH:22][C:23]([O:27][CH3:28])=[CH:24][CH:25]=4)[N:20]=[CH:19][CH:18]=3)=[CH:12][C:11]=2[O:29][CH3:30])[C:4]([CH3:32])=[N:3]1. The catalyst class is: 8. (7) Reactant: [NH:1]1[C:9]2[C:4](=[CH:5][CH:6]=[CH:7][CH:8]=2)[CH:3]=[CH:2]1.[CH3:10][N:11]1[C:15](=[O:16])[CH:14]=[CH:13][C:12]1=[O:17]. The catalyst class is: 15. Product: [NH:1]1[C:9]2[C:4](=[CH:5][CH:6]=[CH:7][CH:8]=2)[C:3]([CH:13]2[CH2:14][C:15](=[O:16])[N:11]([CH3:10])[C:12]2=[O:17])=[CH:2]1.